This data is from NCI-60 drug combinations with 297,098 pairs across 59 cell lines. The task is: Regression. Given two drug SMILES strings and cell line genomic features, predict the synergy score measuring deviation from expected non-interaction effect. (1) Drug 1: C1=C(C(=O)NC(=O)N1)F. Drug 2: C1=NC2=C(N1)C(=S)N=C(N2)N. Cell line: OVCAR-4. Synergy scores: CSS=45.6, Synergy_ZIP=-6.61, Synergy_Bliss=-7.32, Synergy_Loewe=-2.85, Synergy_HSA=-0.257. (2) Drug 1: C1=NC2=C(N=C(N=C2N1C3C(C(C(O3)CO)O)O)F)N. Drug 2: C1CNP(=O)(OC1)N(CCCl)CCCl. Cell line: CCRF-CEM. Synergy scores: CSS=47.0, Synergy_ZIP=0.905, Synergy_Bliss=-3.20, Synergy_Loewe=-27.8, Synergy_HSA=-3.19.